From a dataset of Forward reaction prediction with 1.9M reactions from USPTO patents (1976-2016). Predict the product of the given reaction. (1) Given the reactants [C:1]1([N:7]2[CH:11]=[C:10]([CH2:12][OH:13])[N:9]=[N:8]2)[CH:6]=[CH:5][CH:4]=[CH:3][CH:2]=1, predict the reaction product. The product is: [C:1]1([N:7]2[CH:11]=[C:10]([CH:12]=[O:13])[N:9]=[N:8]2)[CH:2]=[CH:3][CH:4]=[CH:5][CH:6]=1. (2) Given the reactants [CH2:1]([O:8][C:9]([N:11]1[CH2:19][CH2:18][CH:14]([C:15](Cl)=[O:16])[CH2:13][CH2:12]1)=[O:10])[C:2]1[CH:7]=[CH:6][CH:5]=[CH:4][CH:3]=1.[NH2:20][C:21]1[CH:26]=[CH:25][N:24]=[C:23]2[N:27]([C:30]([O:32][C:33]([CH3:36])([CH3:35])[CH3:34])=[O:31])[CH:28]=[CH:29][C:22]=12.C(N(C(C)C)CC)(C)C, predict the reaction product. The product is: [C:33]([O:32][C:30]([N:27]1[C:23]2=[N:24][CH:25]=[CH:26][C:21]([NH:20][C:15]([CH:14]3[CH2:18][CH2:19][N:11]([C:9]([O:8][CH2:1][C:2]4[CH:7]=[CH:6][CH:5]=[CH:4][CH:3]=4)=[O:10])[CH2:12][CH2:13]3)=[O:16])=[C:22]2[CH:29]=[CH:28]1)=[O:31])([CH3:36])([CH3:34])[CH3:35]. (3) Given the reactants [CH:1]1([O:6][C:7]2[CH:8]=[C:9]([C:12]([F:17])=[CH:13][C:14]=2[O:15][CH3:16])[CH:10]=[O:11])[CH2:5][CH2:4][CH2:3][CH2:2]1.S(=O)(=O)([OH:20])N.Cl([O-])=O.[Na+], predict the reaction product. The product is: [CH:1]1([O:6][C:7]2[CH:8]=[C:9]([C:12]([F:17])=[CH:13][C:14]=2[O:15][CH3:16])[C:10]([OH:20])=[O:11])[CH2:5][CH2:4][CH2:3][CH2:2]1. (4) Given the reactants [C:1]([C:3]1[CH:8]=[CH:7][C:6]([CH:9]2[CH2:14][CH2:13][N:12]([C:15]([O:17][C:18]([CH3:21])([CH3:20])[CH3:19])=[O:16])[CH2:11][CH:10]2[OH:22])=[CH:5][CH:4]=1)#[N:2].Br[CH2:24][C:25]1[CH:34]=[CH:33][C:32]2[C:27](=[CH:28][CH:29]=[CH:30][CH:31]=2)[CH:26]=1, predict the reaction product. The product is: [C:1]([C:3]1[CH:8]=[CH:7][C:6]([CH:9]2[CH2:14][CH2:13][N:12]([C:15]([O:17][C:18]([CH3:19])([CH3:21])[CH3:20])=[O:16])[CH2:11][CH:10]2[O:22][CH2:24][C:25]2[CH:34]=[CH:33][C:32]3[C:27](=[CH:28][CH:29]=[CH:30][CH:31]=3)[CH:26]=2)=[CH:5][CH:4]=1)#[N:2]. (5) Given the reactants Br[C:2]1[CH:7]=[CH:6][CH:5]=[CH:4][C:3]=1[CH2:8][C:9]([OH:11])=[O:10].[N+:12]([C:15]1[CH:21]=[CH:20][C:18]([NH2:19])=[CH:17][CH:16]=1)([O-:14])=[O:13], predict the reaction product. The product is: [N+:12]([C:15]1[CH:21]=[CH:20][C:18]([NH:19][C:2]2[CH:7]=[CH:6][CH:5]=[CH:4][C:3]=2[CH2:8][C:9]([OH:11])=[O:10])=[CH:17][CH:16]=1)([O-:14])=[O:13]. (6) Given the reactants [C:1]1([C:7]2[CH:12]=[C:11]([F:13])[CH:10]=[CH:9][C:8]=2[OH:14])[CH:6]=[CH:5][CH:4]=[CH:3][CH:2]=1.[CH2:15]([Li])[CH2:16][CH2:17][CH3:18].Cl[Ti:21]([Cl:33])(Cl)[C:22]1([CH3:31])[C:26]([CH3:27])=[C:25]([CH3:28])[C:24]([CH3:29])=[C:23]1[CH3:30], predict the reaction product. The product is: [CH3:15][C:16]1[C:6]([Ti:21]([Cl:33])([C:22]2([CH3:31])[C:23]([CH3:30])=[C:24]([CH3:29])[C:25]([CH3:28])=[C:26]2[CH3:27])[O:14][C:8]2[CH:9]=[CH:10][C:11]([F:13])=[CH:12][C:7]=2[C:1]2[CH:2]=[CH:3][CH:4]=[CH:5][CH:6]=2)([CH3:5])[C:1]([CH3:7])=[C:2]([CH3:3])[C:17]=1[CH3:18]. (7) Given the reactants Br[C:2]1[C:10]2[C:6](=[N:7][N:8]([C:11]3[CH:16]=[CH:15][N:14]=[CH:13][CH:12]=3)[N:9]=2)[C:5](Br)=[CH:4][CH:3]=1.[O:18]1[C:22]2[CH:23]=[CH:24][CH:25]=[CH:26][C:21]=2[CH:20]=[C:19]1B(O)O.[C:30](=[O:33])([O-])[O-].[Na+].[Na+].[C:36]1([CH3:42])[CH:41]=[CH:40][CH:39]=[CH:38][CH:37]=1, predict the reaction product. The product is: [O:18]1[C:22]2[CH:23]=[CH:24][CH:25]=[CH:26][C:21]=2[CH:20]=[C:19]1[C:2]1[C:10]2[C:6](=[N:7][N:8]([C:11]3[CH:16]=[CH:15][N:14]=[CH:13][CH:12]=3)[N:9]=2)[C:5]([C:42]2[O:33][C:30]3[CH:41]=[CH:40][CH:39]=[CH:38][C:37]=3[CH:36]=2)=[CH:4][CH:3]=1. (8) Given the reactants [CH3:1][CH2:2][CH2:3][CH2:4][N:5]1[CH:10]([C:11]([NH:13][C:14]2[C:15]([CH3:21])=[CH:16][CH:17]=[CH:18][C:19]=2[CH3:20])=[O:12])[CH2:9][CH2:8][CH2:7][CH2:6]1.[C:22]([OH:35])(=[O:34])[CH2:23][CH2:24][CH2:25][CH2:26][CH2:27][CH2:28][CH2:29][CH2:30][CH2:31][CH2:32][CH3:33], predict the reaction product. The product is: [C:22]([O-:35])(=[O:34])[CH2:23][CH2:24][CH2:25][CH2:26][CH2:27][CH2:28][CH2:29][CH2:30][CH2:31][CH2:32][CH3:33].[CH2:4]([NH+:5]1[CH2:6][CH2:7][CH2:8][CH2:9][CH:10]1[C:11](=[O:12])[NH:13][C:14]1[C:19]([CH3:20])=[CH:18][CH:17]=[CH:16][C:15]=1[CH3:21])[CH2:3][CH2:2][CH3:1]. (9) The product is: [N:1]1([C:7]2[N:8]=[C:9]([CH2:14][C:15](=[O:17])[N:29]3[C:30]4[C:26](=[C:25]([C:20]5[CH:21]=[CH:22][CH:23]=[CH:24][N:19]=5)[CH:33]=[CH:32][CH:31]=4)[CH2:27][CH2:28]3)[NH:10][C:11](=[O:13])[CH:12]=2)[CH2:2][CH2:3][O:4][CH2:5][CH2:6]1. Given the reactants [N:1]1([C:7]2[N:8]=[C:9]([CH2:14][C:15]([O-:17])=O)[NH:10][C:11](=[O:13])[CH:12]=2)[CH2:6][CH2:5][O:4][CH2:3][CH2:2]1.[Na+].[N:19]1[CH:24]=[CH:23][CH:22]=[CH:21][C:20]=1[C:25]1[CH:33]=[CH:32][CH:31]=[C:30]2[C:26]=1[CH2:27][CH2:28][NH:29]2, predict the reaction product. (10) The product is: [CH3:3][O:2][N:4]=[C:22]([CH2:21][CH2:20][CH2:19][N:18]1[C:14]2[C:13]3[CH:12]=[CH:11][C:10]([C:28]4[CH:33]=[CH:32][CH:31]=[CH:30][CH:29]=4)=[CH:9][C:8]=3[N:7]=[C:6]([NH2:5])[C:15]=2[N:16]=[C:17]1[CH2:25][CH2:26][CH3:27])[CH3:23]. Given the reactants Cl.[O:2]([NH2:4])[CH3:3].[NH2:5][C:6]1[C:15]2[N:16]=[C:17]([CH2:25][CH2:26][CH3:27])[N:18]([CH2:19][CH2:20][CH2:21][C:22](=O)[CH3:23])[C:14]=2[C:13]2[CH:12]=[CH:11][C:10]([C:28]3[CH:33]=[CH:32][CH:31]=[CH:30][CH:29]=3)=[CH:9][C:8]=2[N:7]=1, predict the reaction product.